This data is from Forward reaction prediction with 1.9M reactions from USPTO patents (1976-2016). The task is: Predict the product of the given reaction. (1) Given the reactants C([O:4][CH2:5][CH2:6][CH2:7][CH2:8][N:9]1[C:21]2[CH:20]=[CH:19][CH:18]=[CH:17][C:16]=2[C:15]2[C:10]1=[CH:11][CH:12]=[CH:13][CH:14]=2)(=O)C.O.[OH-].[Li+], predict the reaction product. The product is: [CH:11]1[C:10]2[N:9]([CH2:8][CH2:7][CH2:6][CH2:5][OH:4])[C:21]3[C:16](=[CH:17][CH:18]=[CH:19][CH:20]=3)[C:15]=2[CH:14]=[CH:13][CH:12]=1. (2) Given the reactants [NH2:1][C@@H:2]1[C@H:7]([CH3:8])[CH2:6][CH2:5][N:4]([C:9]([O:11][C:12]([CH3:15])([CH3:14])[CH3:13])=[O:10])[CH2:3]1.CCN(C(C)C)C(C)C.[CH3:25][N:26]([CH3:30])[C:27](Cl)=[O:28], predict the reaction product. The product is: [CH3:25][N:26]([CH3:30])[C:27](=[O:28])[NH:1][C@@H:2]1[C@H:7]([CH3:8])[CH2:6][CH2:5][N:4]([C:9]([O:11][C:12]([CH3:14])([CH3:13])[CH3:15])=[O:10])[CH2:3]1. (3) The product is: [C:1]([N:5]1[CH:9]=[C:8]([C:10]2[CH:11]=[C:12]([O:20][C@@H:26]([C@H:28]3[CH2:29][N:30]([C@@H:34]([C:36]4[CH:37]=[CH:38][C:39]([O:42][CH3:43])=[CH:40][CH:41]=4)[CH3:35])[C:31](=[O:33])[CH2:32]3)[CH3:27])[C:13]3[N:14]([N:16]=[C:17]([CH3:19])[CH:18]=3)[CH:15]=2)[CH:7]=[N:6]1)([CH3:4])([CH3:3])[CH3:2]. Given the reactants [C:1]([N:5]1[CH:9]=[C:8]([C:10]2[CH:11]=[C:12]([OH:20])[C:13]3[N:14]([N:16]=[C:17]([CH3:19])[CH:18]=3)[CH:15]=2)[CH:7]=[N:6]1)([CH3:4])([CH3:3])[CH3:2].CS(O[C@H:26]([C@@H:28]1[CH2:32][C:31](=[O:33])[N:30]([C@@H:34]([C:36]2[CH:41]=[CH:40][C:39]([O:42][CH3:43])=[CH:38][CH:37]=2)[CH3:35])[CH2:29]1)[CH3:27])(=O)=O.C[Si]([N-][Si](C)(C)C)(C)C.[Na+], predict the reaction product. (4) Given the reactants [Cl:1][C:2]1[N:7]=[C:6]([Cl:8])[CH:5]=[C:4]([Cl:9])[N:3]=1.[Mg+2].[Cl-].[Cl-].[I:13]I, predict the reaction product. The product is: [I:13][C:5]1[C:4]([Cl:9])=[N:3][C:2]([Cl:1])=[N:7][C:6]=1[Cl:8]. (5) Given the reactants [CH3:1][N:2]1[CH2:7][CH2:6][N:5]([C:8]2[CH:13]=[CH:12][C:11]([NH:14][C:15]3[N:16]=[C:17]([S:24][C:25]4[CH:26]=[C:27]([NH:31][C:32](=[O:38])OC(C)(C)C)[CH:28]=[CH:29][CH:30]=4)[C:18]4[S:23][CH:22]=[CH:21][C:19]=4[N:20]=3)=[CH:10][CH:9]=2)[CH2:4][CH2:3]1.Cl.[CH3:40][N:41]([CH3:48])[CH2:42]/[CH:43]=[CH:44]/C(O)=O.Cl.CN(C)CCCN=C=NCC, predict the reaction product. The product is: [CH3:40][N:41]([CH3:48])[CH2:42]/[CH:43]=[CH:44]/[C:32]([NH:31][C:27]1[CH:28]=[CH:29][CH:30]=[C:25]([S:24][C:17]2[C:18]3[S:23][CH:22]=[CH:21][C:19]=3[N:20]=[C:15]([NH:14][C:11]3[CH:10]=[CH:9][C:8]([N:5]4[CH2:4][CH2:3][N:2]([CH3:1])[CH2:7][CH2:6]4)=[CH:13][CH:12]=3)[N:16]=2)[CH:26]=1)=[O:38]. (6) The product is: [CH3:28][C:25]1[CH:26]=[CH:27][C:22]([N:21]2[C:17]([CH3:16])([CH3:20])[C:18](=[O:30])[N:1]([C:4]3[CH:11]=[CH:10][C:7]([C:8]#[N:9])=[C:6]([C:12]([F:13])([F:15])[F:14])[CH:5]=3)[C:2]2=[S:3])=[CH:23][CH:24]=1. Given the reactants [N:1]([C:4]1[CH:11]=[CH:10][C:7]([C:8]#[N:9])=[C:6]([C:12]([F:15])([F:14])[F:13])[CH:5]=1)=[C:2]=[S:3].[CH3:16][C:17]([NH:21][C:22]1[CH:27]=[CH:26][C:25]([CH3:28])=[CH:24][CH:23]=1)([CH3:20])[C:18]#N.C[OH:30].Cl, predict the reaction product. (7) Given the reactants [CH3:1][O:2][C:3]1[CH:4]=[C:5]([CH2:20][C:21]([O:23]C2C(F)=C(F)C(F)=C(F)C=2F)=O)[CH:6]=[CH:7][C:8]=1[NH:9][C:10]([NH:12][C:13]1[CH:18]=[CH:17][CH:16]=[CH:15][C:14]=1[CH3:19])=[O:11].[NH:35]1[CH2:39][CH2:38][CH2:37][CH:36]1[CH2:40][O:41][C:42]1[CH:47]=[CH:46][C:45]([C:48]([O:50][CH3:51])=[O:49])=[CH:44][N:43]=1.CCN(CC)CC, predict the reaction product. The product is: [CH3:1][O:2][C:3]1[CH:4]=[C:5]([CH2:20][C:21]([N:35]2[CH2:39][CH2:38][CH2:37][CH:36]2[CH2:40][O:41][C:42]2[CH:47]=[CH:46][C:45]([C:48]([O:50][CH3:51])=[O:49])=[CH:44][N:43]=2)=[O:23])[CH:6]=[CH:7][C:8]=1[NH:9][C:10]([NH:12][C:13]1[CH:18]=[CH:17][CH:16]=[CH:15][C:14]=1[CH3:19])=[O:11].